From a dataset of Full USPTO retrosynthesis dataset with 1.9M reactions from patents (1976-2016). Predict the reactants needed to synthesize the given product. (1) Given the product [Cl:1][C:2]1[CH:3]=[C:4]([CH:13]=[CH:14][CH:15]=1)[CH2:5][C:6]1[CH:7]=[C:8]([CH:11]=[O:12])[S:9][CH:10]=1, predict the reactants needed to synthesize it. The reactants are: [Cl:1][C:2]1[CH:3]=[C:4]([CH:13]=[CH:14][CH:15]=1)[CH2:5][C:6]1[CH:7]=[C:8]([CH2:11][OH:12])[S:9][CH:10]=1.CC(OI1(OC(C)=O)(OC(C)=O)OC(=O)C2C=CC=CC1=2)=O. (2) Given the product [C:1]([O:17][CH2:1][CH2:2][CH2:3][CH2:4][CH2:5][CH2:6][CH2:7][CH2:8][CH2:9][CH2:10][CH2:11][CH2:12][CH2:13][CH2:14][CH2:15][CH3:16])(=[O:17])[CH2:2][CH2:3][CH2:4][CH2:5][CH2:6][CH2:7][CH2:8]/[CH:9]=[CH:10]\[CH2:11][CH2:12][CH2:13][CH3:14], predict the reactants needed to synthesize it. The reactants are: [CH2:1]([OH:17])[CH2:2][CH2:3][CH2:4][CH2:5][CH2:6][CH2:7][CH2:8][CH2:9][CH2:10][CH2:11][CH2:12][CH2:13][CH2:14][CH2:15][CH3:16].